Predict the product of the given reaction. From a dataset of Forward reaction prediction with 1.9M reactions from USPTO patents (1976-2016). Given the reactants Br[C:2]1[CH:7]=[CH:6][CH:5]=[CH:4][C:3]=1[S:8]([NH:11][C:12]([CH3:15])([CH3:14])[CH3:13])(=[O:10])=[O:9].C([O-])(=O)C.[K+].[B:21]1([B:21]2[O:25][C:24]([CH3:27])([CH3:26])[C:23]([CH3:29])([CH3:28])[O:22]2)[O:25][C:24]([CH3:27])([CH3:26])[C:23]([CH3:29])([CH3:28])[O:22]1.CN(C=O)C, predict the reaction product. The product is: [C:12]([NH:11][S:8]([C:3]1[CH:4]=[CH:5][CH:6]=[CH:7][C:2]=1[B:21]1[O:25][C:24]([CH3:27])([CH3:26])[C:23]([CH3:29])([CH3:28])[O:22]1)(=[O:10])=[O:9])([CH3:15])([CH3:14])[CH3:13].